From a dataset of Forward reaction prediction with 1.9M reactions from USPTO patents (1976-2016). Predict the product of the given reaction. (1) Given the reactants [CH3:1][S:2]([C:5]1[CH:10]=[CH:9][C:8]([C:11]2[CH:16]=[CH:15][CH:14]=[CH:13][C:12]=2[C:17]#[CH:18])=[CH:7][CH:6]=1)(=[O:4])=[O:3].CCN(CC)CC.C1[CH2:30][O:29][CH2:28]C1.[OH2:31], predict the reaction product. The product is: [C:15]1([C:16]2[C:28](=[O:31])[O:29][CH2:30][C:11]=2[C:8]2[CH:7]=[CH:6][C:5]([S:2]([CH3:1])(=[O:3])=[O:4])=[CH:10][CH:9]=2)[CH:14]=[CH:13][CH:12]=[CH:17][CH:18]=1. (2) Given the reactants [CH2:1]([C:6]1([CH:13]=[O:14])[CH2:11][CH:10]2[CH2:12][CH:7]1[CH:8]=[CH:9]2)[CH2:2][CH2:3][CH2:4][CH3:5].[Cl-].[Al+3].[Cl-].[Cl-], predict the reaction product. The product is: [CH2:1]([CH:6]1[CH2:11][CH:10]2[CH2:9][CH:8]([CH:7]=[CH:12]2)[C:13]1=[O:14])[CH2:2][CH2:3][CH2:4][CH3:5].